The task is: Predict the product of the given reaction.. This data is from Forward reaction prediction with 1.9M reactions from USPTO patents (1976-2016). (1) Given the reactants [CH3:1][S:2]([C:5]1[CH:6]=[CH:7][C:8]([O:14][C@H:15]([CH3:20])[C:16]([F:19])([F:18])[F:17])=[C:9]([CH:13]=1)[C:10]([OH:12])=O)(=[O:4])=[O:3].Cl.[CH3:22][C:23]1[N:24]=[C:25]([N:32]2[CH2:37][CH2:36][NH:35][CH2:34][CH2:33]2)[S:26][C:27]=1[C:28]([F:31])([F:30])[F:29], predict the reaction product. The product is: [CH3:1][S:2]([C:5]1[CH:6]=[CH:7][C:8]([O:14][C@H:15]([CH3:20])[C:16]([F:19])([F:18])[F:17])=[C:9]([C:10]([N:35]2[CH2:36][CH2:37][N:32]([C:25]3[S:26][C:27]([C:28]([F:31])([F:29])[F:30])=[C:23]([CH3:22])[N:24]=3)[CH2:33][CH2:34]2)=[O:12])[CH:13]=1)(=[O:3])=[O:4]. (2) Given the reactants Br[C:2]1[CH:7]=[CH:6][C:5]([C:8](=[O:20])[CH2:9][CH:10]([CH2:16][CH2:17][O:18][CH3:19])[C:11]([O:13][CH2:14][CH3:15])=[O:12])=[CH:4][CH:3]=1.[N+:21]([C:24]1[CH:29]=[CH:28][C:27](B(O)O)=[CH:26][CH:25]=1)([O-:23])=[O:22].C(=O)([O-])[O-].[Na+].[Na+], predict the reaction product. The product is: [CH3:19][O:18][CH2:17][CH2:16][CH:10]([CH2:9][C:8]([C:5]1[CH:6]=[CH:7][C:2]([C:27]2[CH:28]=[CH:29][C:24]([N+:21]([O-:23])=[O:22])=[CH:25][CH:26]=2)=[CH:3][CH:4]=1)=[O:20])[C:11]([O:13][CH2:14][CH3:15])=[O:12]. (3) Given the reactants Cl.[Cl:2][C:3]1[CH:21]=[C:20]([O:22]C)[CH:19]=[C:18]([Cl:24])[C:4]=1[CH2:5][CH:6]1[CH2:10][CH2:9][N:8]([N:11]2[CH2:16][CH2:15][CH2:14][CH2:13][CH2:12]2)[C:7]1=[O:17].B(Br)(Br)Br, predict the reaction product. The product is: [Cl:2][C:3]1[CH:21]=[C:20]([OH:22])[CH:19]=[C:18]([Cl:24])[C:4]=1[CH2:5][C@@H:6]1[CH2:10][CH2:9][N:8]([N:11]2[CH2:16][CH2:15][CH2:14][CH2:13][CH2:12]2)[C:7]1=[O:17]. (4) Given the reactants [CH2:1]([N:8](C)[CH:9]1[CH2:19][C@@H:12]2[CH2:13][N:14]([CH3:18])[C:15](=[O:17])[CH2:16][C@@H:11]2[CH2:10]1)C1C=CC=CC=1, predict the reaction product. The product is: [CH3:18][N:14]1[C:15](=[O:17])[CH2:16][C@@H:11]2[CH2:10][CH:9]([NH:8][CH3:1])[CH2:19][C@@H:12]2[CH2:13]1. (5) Given the reactants [N:1]1[CH:6]=[CH:5][CH:4]=[CH:3][C:2]=1[NH:7][CH2:8][C:9]1([C:15]2[CH:20]=[CH:19][C:18]([OH:21])=[CH:17][CH:16]=2)[CH2:14][CH2:13][O:12][CH2:11][CH2:10]1.Cl.Cl[CH2:24][CH2:25][CH2:26][N:27]1[CH2:32][CH2:31][CH2:30][CH2:29][CH2:28]1.C(=O)([O-])[O-].[K+].[K+], predict the reaction product. The product is: [N:27]1([CH2:26][CH2:25][CH2:24][O:21][C:18]2[CH:19]=[CH:20][C:15]([C:9]3([CH2:8][NH:7][C:2]4[CH:3]=[CH:4][CH:5]=[CH:6][N:1]=4)[CH2:10][CH2:11][O:12][CH2:13][CH2:14]3)=[CH:16][CH:17]=2)[CH2:32][CH2:31][CH2:30][CH2:29][CH2:28]1. (6) Given the reactants Cl[C:2]1[N:7]=[C:6]([Cl:8])[N:5]=[C:4]([NH:9][C:10]2[CH:15]=[CH:14][N:13]=[C:12]([C:16]3([C:19]#[N:20])[CH2:18][CH2:17]3)[CH:11]=2)[N:3]=1.Cl.[F:22][C:23]1([F:29])[CH2:27][CH2:26][CH:25]([NH2:28])[CH2:24]1.CCN(C(C)C)C(C)C, predict the reaction product. The product is: [Cl:8][C:6]1[N:7]=[C:2]([NH:28][CH:25]2[CH2:26][CH2:27][C:23]([F:29])([F:22])[CH2:24]2)[N:3]=[C:4]([NH:9][C:10]2[CH:15]=[CH:14][N:13]=[C:12]([C:16]3([C:19]#[N:20])[CH2:18][CH2:17]3)[CH:11]=2)[N:5]=1. (7) Given the reactants [OH:1][CH2:2][C:3]1[CH:4]=[C:5]([N:9]2[CH2:18][C@H:17]3[N:13]([CH2:14][CH2:15][CH2:16]3)[C:12]3[N:19]=[C:20]([S:23][CH3:24])[N:21]=[CH:22][C:11]=3[C:10]2=[O:25])[CH:6]=[CH:7][CH:8]=1, predict the reaction product. The product is: [CH:2]([C:3]1[CH:4]=[C:5]([N:9]2[CH2:18][C@H:17]3[N:13]([CH2:14][CH2:15][CH2:16]3)[C:12]3[N:19]=[C:20]([S:23][CH3:24])[N:21]=[CH:22][C:11]=3[C:10]2=[O:25])[CH:6]=[CH:7][CH:8]=1)=[O:1]. (8) Given the reactants Cl[C:2]1[C:11]2[C:6](=[CH:7][C:8]([O:14][CH3:15])=[C:9]([O:12][CH3:13])[CH:10]=2)[N:5]=[CH:4][N:3]=1.[F:16][C:17]1[CH:22]=[C:21]([N+:23]([O-:25])=[O:24])[CH:20]=[CH:19][C:18]=1[NH2:26].Cl, predict the reaction product. The product is: [CH3:13][O:12][C:9]1[CH:10]=[C:11]2[C:6](=[CH:7][C:8]=1[O:14][CH3:15])[N:5]=[CH:4][N:3]=[C:2]2[NH:26][C:18]1[CH:19]=[CH:20][C:21]([N+:23]([O-:25])=[O:24])=[CH:22][C:17]=1[F:16]. (9) Given the reactants [Cl:1][C:2]1[CH:7]=[CH:6][N:5]=[C:4]([C:8]([NH:10][CH3:11])=[O:9])[CH:3]=1.C(O)C.C(Cl)(=O)C, predict the reaction product. The product is: [ClH:1].[Cl:1][C:2]1[CH:7]=[CH:6][N:5]=[C:4]([C:8]([NH:10][CH3:11])=[O:9])[CH:3]=1. (10) Given the reactants [CH3:1][CH:2]([O:4][C:5]1[CH:12]=[CH:11][C:10](B2OC(C)(C)C(C)(C)O2)=[CH:9][C:6]=1[C:7]#[N:8])[CH3:3].[Br:22][C:23]1[N:27]=[C:26](Cl)[S:25][N:24]=1.P([O-])([O-])([O-])=O.[K+].[K+].[K+], predict the reaction product. The product is: [Br:22][C:23]1[N:27]=[C:26]([C:10]2[CH:11]=[CH:12][C:5]([O:4][CH:2]([CH3:1])[CH3:3])=[C:6]([CH:9]=2)[C:7]#[N:8])[S:25][N:24]=1.